This data is from Full USPTO retrosynthesis dataset with 1.9M reactions from patents (1976-2016). The task is: Predict the reactants needed to synthesize the given product. (1) Given the product [N:18]12[CH2:23][CH2:22][CH:21]([CH2:20][CH2:19]1)[C@@H:2]([O:3][C:4](=[O:17])[C:5]([OH:16])([C:6]1[S:7][CH:8]=[CH:9][CH:10]=1)[C:11]1[S:12][CH:13]=[CH:14][CH:15]=1)[CH2:25]2, predict the reactants needed to synthesize it. The reactants are: [Na].[CH3:2][O:3][C:4](=[O:17])[C:5]([OH:16])([C:11]1[S:12][CH:13]=[CH:14][CH:15]=1)[C:6]1[S:7][CH:8]=[CH:9][CH:10]=1.[N:18]12[CH2:25]C[CH:21]([CH2:22][CH2:23]1)[C@@H:20](O)[CH2:19]2.C(#N)C. (2) Given the product [CH3:27][C:24]1[CH:25]=[CH:26][C:21]([C:19]2[N:18]([C:28]3[CH:29]=[N:30][CH:31]=[CH:32][CH:33]=3)[N:17]=[C:16]([C:14]([N:10]3[CH2:11][CH2:12][CH2:13][NH:9]3)=[O:15])[CH:20]=2)=[N:22][CH:23]=1, predict the reactants needed to synthesize it. The reactants are: Cl.C(OC([N:9]1[CH2:13][CH2:12][CH2:11][N:10]1[C:14]([C:16]1[CH:20]=[C:19]([C:21]2[CH:26]=[CH:25][C:24]([CH3:27])=[CH:23][N:22]=2)[N:18]([C:28]2[CH:29]=[N:30][CH:31]=[CH:32][CH:33]=2)[N:17]=1)=[O:15])=O)(C)(C)C. (3) Given the product [C:1]([C:3]1[CH:8]=[CH:7][C:6]([N:9]2[C:13]([CH3:14])=[C:12]([CH2:15][C:16]3[CH:24]=[CH:23][C:19]([C:20]([NH:30][CH2:31][CH2:32][OH:33])=[O:22])=[CH:18][CH:17]=3)[C:11]([CH3:25])=[N:10]2)=[CH:5][C:4]=1[C:26]([F:28])([F:29])[F:27])#[N:2], predict the reactants needed to synthesize it. The reactants are: [C:1]([C:3]1[CH:8]=[CH:7][C:6]([N:9]2[C:13]([CH3:14])=[C:12]([CH2:15][C:16]3[CH:24]=[CH:23][C:19]([C:20]([OH:22])=O)=[CH:18][CH:17]=3)[C:11]([CH3:25])=[N:10]2)=[CH:5][C:4]=1[C:26]([F:29])([F:28])[F:27])#[N:2].[NH2:30][CH2:31][CH2:32][OH:33].[Cl-].COC1N=C(OC)N=C([N+]2(C)CCOCC2)N=1.C(=O)([O-])O.[Na+]. (4) The reactants are: [O:1]=[C:2]1[NH:7][CH2:6][N:5]([C@H:8]2[CH2:13][CH2:12][C@H:11]([CH2:14][N:15]3[CH2:20][CH2:19][N:18]([CH2:21][CH2:22][C:23]#[N:24])[CH2:17][CH2:16]3)[CH2:10][CH2:9]2)[C:4]2[C:25]3[CH:31]=[CH:30][N:29]([CH2:32][O:33][CH2:34][CH2:35][Si:36]([CH3:39])([CH3:38])[CH3:37])[C:26]=3[N:27]=[CH:28][C:3]1=2.[CH:40]1(B(O)O)[CH2:42][CH2:41]1.N1C=CC=CC=1C1C=CC=CN=1.C(=O)([O-])[O-].[Na+].[Na+]. Given the product [CH:40]1([N:7]2[C:2](=[O:1])[C:3]3[CH:28]=[N:27][C:26]4[N:29]([CH2:32][O:33][CH2:34][CH2:35][Si:36]([CH3:38])([CH3:37])[CH3:39])[CH:30]=[CH:31][C:25]=4[C:4]=3[N:5]([C@H:8]3[CH2:13][CH2:12][C@H:11]([CH2:14][N:15]4[CH2:16][CH2:17][N:18]([CH2:21][CH2:22][C:23]#[N:24])[CH2:19][CH2:20]4)[CH2:10][CH2:9]3)[CH2:6]2)[CH2:42][CH2:41]1, predict the reactants needed to synthesize it. (5) The reactants are: [C:1]([C:4]1[C:22](=[O:23])[C@@:8]2([CH3:24])[C:9]3[C:15]([OH:16])=[CH:14][C:13]([O:17][CH3:18])=[C:12]([C:19]([NH2:21])=[O:20])[C:10]=3[O:11][C:7]2=[CH:6][C:5]=1[OH:25])(=[O:3])[CH3:2].[CH3:26][C:27]1[CH:34]=[CH:33][C:30]([CH:31]=O)=[CH:29][CH:28]=1.C([SiH](CC)CC)C.FC(F)(F)C(O)=O. Given the product [C:1]([C:4]1[C:22](=[O:23])[C@@:8]2([CH3:24])[C:9]3[C:15]([OH:16])=[CH:14][C:13]([O:17][CH3:18])=[C:12]([C:19]([NH:21][CH2:26][C:27]4[CH:34]=[CH:33][C:30]([CH3:31])=[CH:29][CH:28]=4)=[O:20])[C:10]=3[O:11][C:7]2=[CH:6][C:5]=1[OH:25])(=[O:3])[CH3:2], predict the reactants needed to synthesize it. (6) Given the product [CH2:20]([C:17]1[CH:18]=[CH:19][C:14]([C:8]2[C:7]([CH2:6][O:5][C:23]3[CH:28]=[CH:27][C:26]([CH2:29][CH2:30][C:31]([OH:33])=[O:32])=[C:25]([CH3:36])[C:24]=3[CH3:37])=[C:11]([O:12][CH3:13])[S:10][N:9]=2)=[CH:15][CH:16]=1)[CH3:21], predict the reactants needed to synthesize it. The reactants are: CS([O:5][CH2:6][C:7]1[C:8]([C:14]2[CH:19]=[CH:18][C:17]([CH2:20][CH3:21])=[CH:16][CH:15]=2)=[N:9][S:10][C:11]=1[O:12][CH3:13])(=O)=O.O[C:23]1[CH:28]=[CH:27][C:26]([CH2:29][CH2:30][C:31]([O:33]CC)=[O:32])=[C:25]([CH3:36])[C:24]=1[CH3:37]. (7) Given the product [Cl:1][C:2]1[CH:3]=[C:4]2[C:12](=[C:13]([NH:15][C:25]([CH:18]3[CH2:19][O:20][C:21]([CH3:23])([CH3:24])[CH2:22][N:17]3[CH3:16])=[O:26])[CH:14]=1)[NH:11][C:10]1[CH:9]=[N:8][CH:7]=[CH:6][C:5]2=1, predict the reactants needed to synthesize it. The reactants are: [Cl:1][C:2]1[CH:3]=[C:4]2[C:12](=[C:13]([NH2:15])[CH:14]=1)[NH:11][C:10]1[CH:9]=[N:8][CH:7]=[CH:6][C:5]2=1.[CH3:16][N:17]1[CH2:22][C:21]([CH3:24])([CH3:23])[O:20][CH2:19][CH:18]1[C:25](O)=[O:26]. (8) The reactants are: Cl[C:2]1[CH:3]=[CH:4][CH:5]=[C:6]2[C:10]=1[NH:9][C:8]([B:11]1[O:15][C:14]([CH3:17])([CH3:16])[C:13]([CH3:19])([CH3:18])[O:12]1)=[CH:7]2.[CH2:20](C1C=CC=C2C=1NC=C2)[CH3:21]. Given the product [CH2:20]([C:2]1[CH:3]=[CH:4][CH:5]=[C:6]2[C:10]=1[NH:9][C:8]([B:11]1[O:15][C:14]([CH3:17])([CH3:16])[C:13]([CH3:19])([CH3:18])[O:12]1)=[CH:7]2)[CH3:21], predict the reactants needed to synthesize it. (9) Given the product [NH2:18][C:9]1[CH:10]=[C:11]([C:14]([F:16])([F:17])[F:15])[CH:12]=[CH:13][C:8]=1[N:7]([CH2:21][CH3:22])[CH2:5][CH3:6], predict the reactants needed to synthesize it. The reactants are: Cl.[Sn](Cl)Cl.[CH2:5]([N:7]([CH2:21][CH3:22])[C:8]1[CH:13]=[CH:12][C:11]([C:14]([F:17])([F:16])[F:15])=[CH:10][C:9]=1[N+:18]([O-])=O)[CH3:6].C(=O)([O-])O.[Na+]. (10) Given the product [CH3:1][O:2][C:3]1[CH:12]=[C:7]2[C:6](=[CH:5][C:4]=1[O:14][CH2:15][CH2:16][CH2:17][CH2:18][Cl:19])[N:13]=[CH:30][NH:29][C:8]2=[O:9], predict the reactants needed to synthesize it. The reactants are: [CH3:1][O:2][C:3]1[CH:12]=[C:7]([C:8](OC)=[O:9])[C:6]([NH2:13])=[CH:5][C:4]=1[O:14][CH2:15][CH2:16][CH2:17][CH2:18][Cl:19].C([O-])([O-])OC.C([O-])(=O)C.[NH4+:29].[CH3:30]O.